From a dataset of Peptide-MHC class I binding affinity with 185,985 pairs from IEDB/IMGT. Regression. Given a peptide amino acid sequence and an MHC pseudo amino acid sequence, predict their binding affinity value. This is MHC class I binding data. (1) The peptide sequence is LFCASDAKAY. The MHC is HLA-B45:01 with pseudo-sequence HLA-B45:01. The binding affinity (normalized) is 0. (2) The binding affinity (normalized) is 0.400. The MHC is HLA-A68:01 with pseudo-sequence HLA-A68:01. The peptide sequence is MVGLLSNSPH. (3) The peptide sequence is YIPVNPNL. The MHC is H-2-Db with pseudo-sequence H-2-Db. The binding affinity (normalized) is 0. (4) The MHC is HLA-A01:01 with pseudo-sequence HLA-A01:01. The binding affinity (normalized) is 0.357. The peptide sequence is LLAAVASSY. (5) The peptide sequence is KPTGSAVV. The MHC is HLA-A24:02 with pseudo-sequence HLA-A24:02. The binding affinity (normalized) is 0.